From a dataset of Forward reaction prediction with 1.9M reactions from USPTO patents (1976-2016). Predict the product of the given reaction. Given the reactants C[Si](C)(C)[CH2:3][CH2:4][O:5]CCl.[N+:10]([C:13]1[CH:22]=[CH:21][CH:20]=[C:19]2[C:14]=1[N:15]=CC(=O)[NH:18]2)([O-:12])=[O:11], predict the reaction product. The product is: [N+:10]([C:13]1[CH:22]=[CH:21][CH:20]=[C:19]2[C:14]=1[NH:15][C:4](=[O:5])[CH:3]=[N:18]2)([O-:12])=[O:11].